From a dataset of Peptide-MHC class I binding affinity with 185,985 pairs from IEDB/IMGT. Regression. Given a peptide amino acid sequence and an MHC pseudo amino acid sequence, predict their binding affinity value. This is MHC class I binding data. (1) The peptide sequence is VYQILQPIL. The MHC is HLA-A02:03 with pseudo-sequence HLA-A02:03. The binding affinity (normalized) is 0.444. (2) The peptide sequence is TMGPHPAGV. The MHC is HLA-A24:03 with pseudo-sequence HLA-A24:03. The binding affinity (normalized) is 0.0847.